Dataset: Reaction yield outcomes from USPTO patents with 853,638 reactions. Task: Predict the reaction yield, written as a fraction of the theoretical maximum amount of product (1.0 means a 100% yield; for example, 0.34 means a 34% yield). (1) The catalyst is O. The reactants are [Br:1][C:2]1[N:3]=[C:4]([NH:15][C@H:16]2[CH2:21][CH2:20][C@H:19]([O:22][CH3:23])[CH2:18][CH2:17]2)[C:5]([NH:8][CH2:9][C:10](OCC)=[O:11])=[N:6][CH:7]=1.P(=O)(O)(O)O. The yield is 0.890. The product is [Br:1][C:2]1[N:3]=[C:4]2[N:15]([C@H:16]3[CH2:21][CH2:20][C@H:19]([O:22][CH3:23])[CH2:18][CH2:17]3)[C:10](=[O:11])[CH2:9][NH:8][C:5]2=[N:6][CH:7]=1. (2) The reactants are Cl.[NH2:2][CH2:3][CH:4]([C:10]1[CH:15]=[CH:14][CH:13]=[CH:12][CH:11]=1)[CH2:5][C:6]([O:8]C)=O.[F:16][C:17]([F:30])([F:29])[C:18]1[N:22]2[N:23]=[CH:24][C:25]([CH:27]=O)=[CH:26][C:21]2=[N:20][N:19]=1.C(N(CC)CC)C.ClCCl. The catalyst is ClC(Cl)C.COCCOC. The product is [C:10]1([CH:4]2[CH2:3][N:2]([CH2:27][C:25]3[CH:24]=[N:23][N:22]4[C:18]([C:17]([F:30])([F:16])[F:29])=[N:19][N:20]=[C:21]4[CH:26]=3)[C:6](=[O:8])[CH2:5]2)[CH:15]=[CH:14][CH:13]=[CH:12][CH:11]=1. The yield is 0.360. (3) The reactants are [C:1]1([S:7]([O:10][C:11]2[CH:12]=[N:13][C:14]([CH2:17]Br)=[CH:15][CH:16]=2)(=[O:9])=[O:8])[CH:6]=[CH:5][CH:4]=[CH:3][CH:2]=1.[CH3:19][S:20]([O-:22])=[O:21].[Na+].O. The catalyst is CN(C)C=O. The product is [C:1]1([S:7]([O:10][C:11]2[CH:12]=[N:13][C:14]([CH2:17][S:20]([CH3:19])(=[O:22])=[O:21])=[CH:15][CH:16]=2)(=[O:9])=[O:8])[CH:6]=[CH:5][CH:4]=[CH:3][CH:2]=1. The yield is 1.00. (4) The reactants are [F:1][C:2]([F:19])([C:8]1[CH:13]=[CH:12][C:11]([S:14][C:15]([F:18])([F:17])[F:16])=[CH:10][N:9]=1)[C:3]([O:5]CC)=[O:4].C(O)C.O.[OH-].[Li+]. The catalyst is O1CCCC1.O. The product is [F:19][C:2]([F:1])([C:8]1[CH:13]=[CH:12][C:11]([S:14][C:15]([F:16])([F:17])[F:18])=[CH:10][N:9]=1)[C:3]([OH:5])=[O:4]. The yield is 0.910. (5) The reactants are [N+:1]([C:4]1[CH:5]=[C:6]([C:10]2[O:11][C:12]3[CH:17]=[CH:16][N:15]=[CH:14][C:13]=3[N:18]=2)[CH:7]=[CH:8][CH:9]=1)([O-])=O.[NH4+].[Cl-]. The catalyst is CO.O.[Fe]. The product is [O:11]1[C:12]2[CH:17]=[CH:16][N:15]=[CH:14][C:13]=2[N:18]=[C:10]1[C:6]1[CH:5]=[C:4]([NH2:1])[CH:9]=[CH:8][CH:7]=1. The yield is 0.850.